From a dataset of Reaction yield outcomes from USPTO patents with 853,638 reactions. Predict the reaction yield, written as a fraction of the theoretical maximum amount of product (1.0 means a 100% yield; for example, 0.34 means a 34% yield). (1) The reactants are Br[C:2]1[CH:3]=[C:4]([C:7]2[N:12]([CH2:13][C:14]3[CH:19]=[CH:18][C:17]([F:20])=[CH:16][C:15]=3[F:21])[C:11](=[O:22])[C:10]([C:23]#[N:24])=[C:9]([C:25]([F:28])([F:27])[F:26])[CH:8]=2)[O:5][CH:6]=1.[CH3:29][O:30][C:31](=[O:50])[C:32]([CH3:49])([C:34]1[CH:39]=[CH:38][CH:37]=[C:36](B2OC(C)(C)C(C)(C)O2)[CH:35]=1)[CH3:33]. The catalyst is COCCOC.CCOCC.O.C1C=CC([PH+]([C]2[CH][CH][CH][CH]2)C2C=CC=CC=2)=CC=1.C1C=CC([PH+]([C]2[CH][CH][CH][CH]2)C2C=CC=CC=2)=CC=1.C(Cl)Cl.Cl[Pd]Cl.[Fe]. The product is [CH3:29][O:30][C:31](=[O:50])[C:32]([C:34]1[CH:35]=[CH:36][CH:37]=[C:38]([C:2]2[CH:3]=[C:4]([C:7]3[N:12]([CH2:13][C:14]4[CH:19]=[CH:18][C:17]([F:20])=[CH:16][C:15]=4[F:21])[C:11](=[O:22])[C:10]([C:23]#[N:24])=[C:9]([C:25]([F:26])([F:28])[F:27])[CH:8]=3)[O:5][CH:6]=2)[CH:39]=1)([CH3:49])[CH3:33]. The yield is 0.330. (2) The reactants are Br[CH2:2][CH2:3][CH2:4][CH2:5][C:6]([O:8][CH2:9][CH3:10])=[O:7].[NH:11]1[CH2:16][CH2:15][O:14][CH2:13][CH2:12]1.C(N(CC)CC)C.C(OCC)C. The catalyst is C(O)C. The product is [N:11]1([CH2:2][CH2:3][CH2:4][CH2:5][C:6]([O:8][CH2:9][CH3:10])=[O:7])[CH2:16][CH2:15][O:14][CH2:13][CH2:12]1. The yield is 0.870.